From a dataset of Cav3 T-type calcium channel HTS with 100,875 compounds. Binary Classification. Given a drug SMILES string, predict its activity (active/inactive) in a high-throughput screening assay against a specified biological target. The molecule is O(C(=O)C1Nc2c(C3C1Cc1c3cccc1)cccc2)CC. The result is 0 (inactive).